From a dataset of Catalyst prediction with 721,799 reactions and 888 catalyst types from USPTO. Predict which catalyst facilitates the given reaction. (1) Reactant: [F:1][C:2]([F:13])([F:12])[C:3]1[CH:11]=[CH:10][C:6]([CH:7]=[N:8][OH:9])=[CH:5][CH:4]=1.[CH2:14]([Cl:17])[C:15]#[CH:16].C(N(CC)CC)C. Product: [Cl:17][CH2:14][C:15]1[O:9][N:8]=[C:7]([C:6]2[CH:10]=[CH:11][C:3]([C:2]([F:12])([F:13])[F:1])=[CH:4][CH:5]=2)[CH:16]=1. The catalyst class is: 2. (2) Reactant: C[O:2][C:3](=[O:33])[CH2:4][CH:5]1[C:9]2[CH:10]=[CH:11][C:12]([O:14][CH2:15][C:16]3[CH:21]=[CH:20][CH:19]=[C:18]([C:22]4[C:31]5[C:26](=[CH:27][CH:28]=[CH:29][CH:30]=5)[CH:25]=[CH:24][C:23]=4[CH3:32])[CH:17]=3)=[CH:13][C:8]=2[O:7][CH2:6]1.CO.[OH-].[Na+].Cl. Product: [CH3:32][C:23]1[CH:24]=[CH:25][C:26]2[C:31](=[CH:30][CH:29]=[CH:28][CH:27]=2)[C:22]=1[C:18]1[CH:17]=[C:16]([CH:21]=[CH:20][CH:19]=1)[CH2:15][O:14][C:12]1[CH:11]=[CH:10][C:9]2[CH:5]([CH2:4][C:3]([OH:33])=[O:2])[CH2:6][O:7][C:8]=2[CH:13]=1. The catalyst class is: 132. (3) Reactant: [F-].C([N+](CCCC)(CCCC)CCCC)CCC.[C:19]1([C:56]2[CH:61]=[CH:60][CH:59]=[CH:58][CH:57]=2)[CH:24]=[CH:23][C:22]([CH2:25][CH2:26][CH:27]([O:46][CH2:47][C:48]2[CH:53]=[CH:52][C:51]([O:54][CH3:55])=[CH:50][CH:49]=2)[CH:28]([CH2:36][CH2:37][O:38][Si](C(C)(C)C)(C)C)[C:29]([O:31][C:32]([CH3:35])([CH3:34])[CH3:33])=[O:30])=[CH:21][CH:20]=1. Product: [C:19]1([C:56]2[CH:57]=[CH:58][CH:59]=[CH:60][CH:61]=2)[CH:20]=[CH:21][C:22]([CH2:25][CH2:26][CH:27]([O:46][CH2:47][C:48]2[CH:49]=[CH:50][C:51]([O:54][CH3:55])=[CH:52][CH:53]=2)[CH:28]([CH2:36][CH2:37][OH:38])[C:29]([O:31][C:32]([CH3:35])([CH3:34])[CH3:33])=[O:30])=[CH:23][CH:24]=1. The catalyst class is: 7. (4) The catalyst class is: 3. Product: [CH3:17][C@@H:18]1[CH2:23][N:22]([C:24]2[N:28]=[C:27]([C:29]([F:32])([F:31])[F:30])[O:26][N:25]=2)[CH2:21][CH2:20][N:19]1[C:33]1[N:34]=[CH:35][C:36]([O:39][CH2:8][C:9]2[C:14]([C:15]#[N:16])=[CH:13][N:12]=[CH:11][CH:10]=2)=[CH:37][N:38]=1. Reactant: C(=O)([O-])[O-].[Cs+].[Cs+].Cl[CH2:8][C:9]1[C:14]([C:15]#[N:16])=[CH:13][N:12]=[CH:11][CH:10]=1.[CH3:17][C@@H:18]1[CH2:23][N:22]([C:24]2[N:28]=[C:27]([C:29]([F:32])([F:31])[F:30])[O:26][N:25]=2)[CH2:21][CH2:20][N:19]1[C:33]1[N:38]=[CH:37][C:36]([OH:39])=[CH:35][N:34]=1. (5) Product: [ClH:7].[CH3:11][C:9]([C:12]1[O:16][C:15]([CH2:17][S:18][C:19]2[S:23][C:22]([NH:24][C:25]([CH:27]3[CH2:28][CH2:29][NH:30][CH2:31][CH2:32]3)=[O:26])=[N:21][CH:20]=2)=[N:14][CH:13]=1)([CH3:8])[CH3:10]. The catalyst class is: 6. Reactant: CCO.C([Cl:7])(=O)C.[CH3:8][C:9]([C:12]1[O:16][C:15]([CH2:17][S:18][C:19]2[S:23][C:22]([NH:24][C:25]([CH:27]3[CH2:32][CH2:31][NH:30][CH2:29][CH2:28]3)=[O:26])=[N:21][CH:20]=2)=[N:14][CH:13]=1)([CH3:11])[CH3:10].